From a dataset of Full USPTO retrosynthesis dataset with 1.9M reactions from patents (1976-2016). Predict the reactants needed to synthesize the given product. (1) The reactants are: Cl.Cl[Si](C)(C)C.C([N:10]([CH:13]([CH3:15])C)[CH2:11][CH3:12])(C)C.[C:24](O[C:24]([O:26][C:27]([CH3:30])([CH3:29])[CH3:28])=[O:25])([O:26][C:27]([CH3:30])([CH3:29])[CH3:28])=[O:25]. Given the product [CH3:27][O:26][C:24]([C@H:15]1[CH2:12][CH2:11][N:10]([C:24]([O:26][C:27]([CH3:28])([CH3:29])[CH3:30])=[O:25])[CH2:13]1)=[O:25], predict the reactants needed to synthesize it. (2) Given the product [C:1]([O:5][C:6]([N:8]1[CH2:13][CH2:12][CH:11]([O:14][C:15]2[CH:20]=[CH:19][C:18]([C:21]3[S:25][C:24]4=[N:26][CH:27]=[C:28]([C:40]5[CH:45]=[N:44][C:43]([NH2:46])=[C:42]([C:47]([F:50])([F:49])[F:48])[CH:41]=5)[N:23]4[N:22]=3)=[CH:17][C:16]=2[O:30][CH3:31])[CH2:10][CH2:9]1)=[O:7])([CH3:4])([CH3:3])[CH3:2], predict the reactants needed to synthesize it. The reactants are: [C:1]([O:5][C:6]([N:8]1[CH2:13][CH2:12][CH:11]([O:14][C:15]2[CH:20]=[CH:19][C:18]([C:21]3[S:25][C:24]4=[N:26][CH:27]=[C:28](I)[N:23]4[N:22]=3)=[CH:17][C:16]=2[O:30][CH3:31])[CH2:10][CH2:9]1)=[O:7])([CH3:4])([CH3:3])[CH3:2].CC1(C)C(C)(C)OB([C:40]2[CH:41]=[C:42]([C:47]([F:50])([F:49])[F:48])[C:43]([NH2:46])=[N:44][CH:45]=2)O1.O1CCOCC1.C([O-])([O-])=O.[K+].[K+]. (3) The reactants are: [CH3:1][O:2][C:3](=[O:62])[NH:4][CH:5]([C:9]([N:11]1[CH2:15][CH2:14][CH2:13][CH:12]1[C:16]1[NH:17][C:18]([C:21]2[CH:30]=[CH:29][C:28]3[C:23](=[CH:24][CH:25]=[C:26]([C:31]4[CH:36]=[CH:35][C:34]([C:37]5[NH:38][C:39]([CH:42]6[CH2:46][CH2:45][CH2:44][N:43]6C(=O)C(NC(OC)=O)(C6C=CC=CC=6)C)=[N:40][CH:41]=5)=[CH:33][CH:32]=4)[CH:27]=3)[CH:22]=2)=[CH:19][N:20]=1)=[O:10])[CH:6]([CH3:8])[CH3:7].[C:63]([O:67]C(N1CCCC1C(O)=O)=O)(C)(C)[CH3:64].[CH3:78][N:79]([CH:81]([C:85]1[CH:90]=[CH:89][CH:88]=[CH:87][CH:86]=1)[C:82]([OH:84])=O)[CH3:80].COC(NC(C1C=CC=CC=1)(C)C(O)=O)=O. Given the product [CH3:1][O:2][C:3](=[O:62])[NH:4][CH:5]([C:9]([N:11]1[CH2:15][CH2:14][CH2:13][CH:12]1[C:16]1[NH:17][C:18]([C:21]2[CH:30]=[CH:29][C:28]3[C:23](=[CH:24][CH:25]=[C:26]([C:31]4[CH:32]=[CH:33][C:34]([C:37]5[NH:38][C:39]([CH:42]6[CH2:46][CH:45]([O:67][CH2:63][CH3:64])[CH2:44][N:43]6[C:82](=[O:84])[CH:81]([N:79]([CH3:78])[CH3:80])[C:85]6[CH:90]=[CH:89][CH:88]=[CH:87][CH:86]=6)=[N:40][CH:41]=5)=[CH:35][CH:36]=4)[CH:27]=3)[CH:22]=2)=[CH:19][N:20]=1)=[O:10])[CH:6]([CH3:7])[CH3:8], predict the reactants needed to synthesize it.